This data is from Full USPTO retrosynthesis dataset with 1.9M reactions from patents (1976-2016). The task is: Predict the reactants needed to synthesize the given product. (1) Given the product [CH3:13][C:14]1[CH:19]=[C:18]([C:20]2[NH:29][C:28](=[O:30])[C:27]3[C:22](=[CH:23][C:24]([F:32])=[CH:25][C:26]=3[O:10][CH2:9][CH2:8][O:1][C:2]3[CH:7]=[CH:6][CH:5]=[CH:4][CH:3]=3)[N:21]=2)[CH:17]=[C:16]([CH3:33])[N:15]=1, predict the reactants needed to synthesize it. The reactants are: [O:1]([CH2:8][CH2:9][OH:10])[C:2]1[CH:7]=[CH:6][CH:5]=[CH:4][CH:3]=1.[H-].[Na+].[CH3:13][C:14]1[CH:19]=[C:18]([C:20]2[NH:29][C:28](=[O:30])[C:27]3[C:22](=[CH:23][C:24]([F:32])=[CH:25][C:26]=3F)[N:21]=2)[CH:17]=[C:16]([CH3:33])[N:15]=1.O. (2) Given the product [Cl:1][C:2]1[C:3]([NH:17][C:16]2[CH:18]=[CH:19][C:13]([Cl:12])=[CH:14][CH:15]=2)=[N:4][CH:5]=[C:6]([CH:10]=1)[C:7]([OH:9])=[O:8], predict the reactants needed to synthesize it. The reactants are: [Cl:1][C:2]1[C:3](Cl)=[N:4][CH:5]=[C:6]([CH:10]=1)[C:7]([OH:9])=[O:8].[Cl:12][C:13]1[CH:19]=[CH:18][C:16]([NH2:17])=[CH:15][CH:14]=1.C(OCC)(=O)C. (3) The reactants are: O.[OH-].[Li+:3].[N:4]1([C:10]2[N:11]=[C:12]([CH2:17][C:18]([O:20]CC)=[O:19])[NH:13][C:14](=[O:16])[CH:15]=2)[CH2:9][CH2:8][O:7][CH2:6][CH2:5]1. Given the product [N:4]1([C:10]2[N:11]=[C:12]([CH2:17][C:18]([O-:20])=[O:19])[NH:13][C:14](=[O:16])[CH:15]=2)[CH2:5][CH2:6][O:7][CH2:8][CH2:9]1.[Li+:3], predict the reactants needed to synthesize it. (4) Given the product [N:18]1([C:9]([O:11][C:12]([CH3:13])([CH3:14])[CH3:15])=[O:10])[CH2:17][CH2:16][C@H:19]1[C:20]([OH:22])=[O:21], predict the reactants needed to synthesize it. The reactants are: [C:9](O[C:9]([O:11][C:12]([CH3:15])([CH3:14])[CH3:13])=[O:10])([O:11][C:12]([CH3:15])([CH3:14])[CH3:13])=[O:10].[CH2:16]1[C@@H:19]([C:20]([OH:22])=[O:21])[NH:18][CH2:17]1. (5) Given the product [CH3:1][O:2][C:3]1[CH:21]=[CH:20][C:6]2[N:7]=[C:8]([C:10]3[CH:19]=[CH:18][C:17]4[C:12](=[CH:13][CH:14]=[CH:15][CH:16]=4)[CH:11]=3)[S:9][C:5]=2[C:4]=1[NH2:22], predict the reactants needed to synthesize it. The reactants are: [CH3:1][O:2][C:3]1[CH:21]=[CH:20][C:6]2[N:7]=[C:8]([C:10]3[CH:19]=[CH:18][C:17]4[C:12](=[CH:13][CH:14]=[CH:15][CH:16]=4)[CH:11]=3)[S:9][C:5]=2[C:4]=1[N+:22]([O-])=O.[H][H]. (6) The reactants are: Br[C:2]1[CH:10]=[CH:9][C:8]([O:11][CH3:12])=[CH:7][C:3]=1[C:4]([OH:6])=[O:5].C([Li])CCC.[CH3:18][O:19][C:20]1[CH:31]=[C:30]([O:32][CH3:33])[CH:29]=[CH:28][C:21]=1[C:22](N(OC)C)=[O:23]. Given the product [CH3:18][O:19][C:20]1[CH:31]=[C:30]([O:32][CH3:33])[CH:29]=[CH:28][C:21]=1[C:22]([C:2]1[CH:10]=[CH:9][C:8]([O:11][CH3:12])=[CH:7][C:3]=1[C:4]([OH:6])=[O:5])=[O:23], predict the reactants needed to synthesize it.